Dataset: NCI-60 drug combinations with 297,098 pairs across 59 cell lines. Task: Regression. Given two drug SMILES strings and cell line genomic features, predict the synergy score measuring deviation from expected non-interaction effect. Drug 1: CN(CCCl)CCCl.Cl. Drug 2: C1CN(CCN1C(=O)CCBr)C(=O)CCBr. Cell line: RPMI-8226. Synergy scores: CSS=40.2, Synergy_ZIP=-4.31, Synergy_Bliss=-0.989, Synergy_Loewe=-1.76, Synergy_HSA=2.10.